This data is from Full USPTO retrosynthesis dataset with 1.9M reactions from patents (1976-2016). The task is: Predict the reactants needed to synthesize the given product. (1) Given the product [C:40]([C:37]1[CH:38]=[CH:39][C:34]([C:20]2[N:21]=[C:22]([C:24]3[CH:29]=[CH:28][C:27]([C:30]([CH3:33])([CH3:31])[CH3:32])=[CH:26][CH:25]=3)[N:23]=[C:18]([C:15]3[CH:14]=[CH:13][C:12]([C:45]4[CH:46]=[CH:47][C:48]([C:51]5[CH:56]=[CH:55][CH:54]=[CH:53][N:52]=5)=[CH:49][CH:50]=4)=[CH:17][CH:16]=3)[N:19]=2)=[CH:35][CH:36]=1)([CH3:43])([CH3:42])[CH3:41], predict the reactants needed to synthesize it. The reactants are: CCCCC.C([Li])(C)(C)C.Br[C:12]1[CH:17]=[CH:16][C:15]([C:18]2[N:23]=[C:22]([C:24]3[CH:29]=[CH:28][C:27]([C:30]([CH3:33])([CH3:32])[CH3:31])=[CH:26][CH:25]=3)[N:21]=[C:20]([C:34]3[CH:39]=[CH:38][C:37]([C:40]([CH3:43])([CH3:42])[CH3:41])=[CH:36][CH:35]=3)[N:19]=2)=[CH:14][CH:13]=1.Br[C:45]1[CH:50]=[CH:49][C:48]([C:51]2[CH:56]=[CH:55][CH:54]=[CH:53][N:52]=2)=[CH:47][CH:46]=1. (2) Given the product [C:1]12([NH:11][CH2:20][C:16]3[C:17](=[O:19])[NH:18][C:13](=[O:12])[NH:14][CH:15]=3)[CH2:8][CH:7]3[CH2:6][CH:5]([CH2:4][CH:3]([CH2:9]3)[CH2:2]1)[CH2:10]2, predict the reactants needed to synthesize it. The reactants are: [C:1]12([NH2:11])[CH2:10][CH:5]3[CH2:6][CH:7]([CH2:9][CH:3]([CH2:4]3)[CH2:2]1)[CH2:8]2.[O:12]=[C:13]1[NH:18][C:17](=[O:19])[C:16]([CH:20]=O)=[CH:15][NH:14]1. (3) The reactants are: [CH:1]1([N:4]2[C:12]3[C:7](=[C:8]([O:18][CH3:19])[CH:9]=[C:10]([C:13]([O:15][CH2:16][CH3:17])=[O:14])[CH:11]=3)[CH:6]=[CH:5]2)[CH2:3][CH2:2]1.[C:20](OCCBr)(=[O:22])C. Given the product [CH:1]1([N:4]2[C:12]3[C:7](=[C:8]([O:18][CH2:19][CH2:20][OH:22])[CH:9]=[C:10]([C:13]([O:15][CH2:16][CH3:17])=[O:14])[CH:11]=3)[CH:6]=[CH:5]2)[CH2:2][CH2:3]1, predict the reactants needed to synthesize it. (4) Given the product [F:1][C:2]1[CH:3]=[CH:4][C:5]2[O:9][C:8]([C:10]3[C:19]([N:20]4[CH2:25][CH2:24][CH2:23][CH2:22][C@@H:21]4[CH3:26])=[N:18][C:17]4[C:12](=[CH:13][CH:14]=[C:15]([C:27]([OH:29])=[O:28])[CH:16]=4)[N:11]=3)=[CH:7][C:6]=2[CH:31]=1, predict the reactants needed to synthesize it. The reactants are: [F:1][C:2]1[CH:3]=[CH:4][C:5]2[O:9][C:8]([C:10]3[C:19]([N:20]4[CH2:25][CH2:24][CH2:23][CH2:22][C@@H:21]4[CH3:26])=[N:18][C:17]4[C:12](=[CH:13][CH:14]=[C:15]([C:27]([O:29]C)=[O:28])[CH:16]=4)[N:11]=3)=[CH:7][C:6]=2[CH:31]=1.[OH-].[Na+].O. (5) Given the product [CH3:29][N:22]1[C:23]2[C:28](=[CH:27][CH:26]=[CH:25][CH:24]=2)[C:20]([CH2:19][N:15]2[CH2:14][C:13]3([CH2:18][C:11](=[O:31])[C:10]4[C:9](=[CH:8][CH:7]=[C:6](/[CH:5]=[CH:4]/[C:3]([OH:2])=[O:33])[CH:32]=4)[O:30]3)[CH2:16]2)=[CH:21]1, predict the reactants needed to synthesize it. The reactants are: C[O:2][C:3](=[O:33])/[CH:4]=[CH:5]/[C:6]1[CH:7]=[CH:8][C:9]2[O:30][C:13]3([CH2:18]C[CH2:16][N:15]([CH2:19][C:20]4[C:28]5[C:23](=[CH:24][CH:25]=[CH:26][CH:27]=5)[N:22]([CH3:29])[CH:21]=4)[CH2:14]3)N[C:11](=[O:31])[C:10]=2[CH:32]=1.[OH-].[Na+]. (6) Given the product [ClH:44].[ClH:44].[Cl:45][C:40]1[CH:39]=[C:38]([C@H:26]([CH2:25][CH2:24][N:21]2[CH2:22][CH2:11][CH:12]([N:8]3[CH2:9][CH2:6][CH2:7][NH:3][C:1]3=[S:2])[CH2:19][CH2:20]2)[CH2:27][N:28]([CH3:37])[C:29](=[O:36])[C:30]2[CH:31]=[CH:32][CH:33]=[CH:34][CH:35]=2)[CH:43]=[CH:42][C:41]=1[Cl:44], predict the reactants needed to synthesize it. The reactants are: [C:1]([N:8]1[CH:12]=[CH:11]N=[CH:9]1)([N:3]1[CH:7]=[CH:6]N=C1)=[S:2].NCCCNC1C[CH2:22][N:21]([CH2:24][CH2:25][C@@H:26]([C:38]2[CH:43]=[CH:42][C:41]([Cl:44])=[C:40]([Cl:45])[CH:39]=2)[CH2:27][N:28]([CH3:37])[C:29](=[O:36])[C:30]2[CH:35]=[CH:34][CH:33]=[CH:32][CH:31]=2)[CH2:20][CH2:19]1.